The task is: Predict the product of the given reaction.. This data is from Forward reaction prediction with 1.9M reactions from USPTO patents (1976-2016). Given the reactants Br[CH2:2][CH:3]1[O:8][C:7]2[CH:9]=[C:10]([S:13]([CH3:16])(=[O:15])=[O:14])[CH:11]=[CH:12][C:6]=2[CH2:5][O:4]1.[CH2:17]([NH2:20])[CH2:18][CH3:19], predict the reaction product. The product is: [CH3:16][S:13]([C:10]1[CH:11]=[CH:12][C:6]2[CH2:5][O:4][CH:3]([CH2:2][NH:20][CH2:17][CH2:18][CH3:19])[O:8][C:7]=2[CH:9]=1)(=[O:15])=[O:14].